From a dataset of Catalyst prediction with 721,799 reactions and 888 catalyst types from USPTO. Predict which catalyst facilitates the given reaction. Reactant: [Cl:1][C:2]1[CH:3]=[C:4]2[C:9](=[CH:10][CH:11]=1)[NH:8][CH:7]([C:12]1[CH:18]=[CH:17][CH:16]=[CH:15][C:13]=1[NH2:14])[CH2:6][C:5]2([CH3:20])[CH3:19].N1C=CC=CC=1.[CH3:27][S:28](Cl)(=[O:30])=[O:29]. Product: [Cl:1][C:2]1[CH:3]=[C:4]2[C:9](=[CH:10][CH:11]=1)[NH:8][CH:7]([C:12]1[CH:18]=[CH:17][CH:16]=[CH:15][C:13]=1[NH:14][S:28]([CH3:27])(=[O:30])=[O:29])[CH2:6][C:5]2([CH3:20])[CH3:19]. The catalyst class is: 4.